Dataset: Peptide-MHC class I binding affinity with 185,985 pairs from IEDB/IMGT. Task: Regression. Given a peptide amino acid sequence and an MHC pseudo amino acid sequence, predict their binding affinity value. This is MHC class I binding data. (1) The peptide sequence is HFKKRFSTL. The MHC is HLA-A69:01 with pseudo-sequence HLA-A69:01. The binding affinity (normalized) is 0.0847. (2) The peptide sequence is GLIEEMASA. The MHC is HLA-A03:01 with pseudo-sequence HLA-A03:01. The binding affinity (normalized) is 0.0847.